Dataset: NCI-60 drug combinations with 297,098 pairs across 59 cell lines. Task: Regression. Given two drug SMILES strings and cell line genomic features, predict the synergy score measuring deviation from expected non-interaction effect. (1) Drug 1: CC12CCC(CC1=CCC3C2CCC4(C3CC=C4C5=CN=CC=C5)C)O. Drug 2: C1=CN(C=N1)CC(O)(P(=O)(O)O)P(=O)(O)O. Cell line: CCRF-CEM. Synergy scores: CSS=1.95, Synergy_ZIP=-1.99, Synergy_Bliss=-5.04, Synergy_Loewe=-7.99, Synergy_HSA=-5.58. (2) Drug 1: C1=NC2=C(N=C(N=C2N1C3C(C(C(O3)CO)O)O)F)N. Drug 2: C1CC(=O)NC(=O)C1N2C(=O)C3=CC=CC=C3C2=O. Cell line: K-562. Synergy scores: CSS=14.5, Synergy_ZIP=-7.96, Synergy_Bliss=-12.7, Synergy_Loewe=8.27, Synergy_HSA=-7.83. (3) Drug 1: C1=NC2=C(N1)C(=S)N=C(N2)N. Drug 2: CC1CCCC2(C(O2)CC(NC(=O)CC(C(C(=O)C(C1O)C)(C)C)O)C(=CC3=CSC(=N3)C)C)C. Cell line: M14. Synergy scores: CSS=36.1, Synergy_ZIP=-7.59, Synergy_Bliss=0.293, Synergy_Loewe=-1.57, Synergy_HSA=-1.57. (4) Drug 1: CC1OCC2C(O1)C(C(C(O2)OC3C4COC(=O)C4C(C5=CC6=C(C=C35)OCO6)C7=CC(=C(C(=C7)OC)O)OC)O)O. Drug 2: CC1=C(C(=O)C2=C(C1=O)N3CC4C(C3(C2COC(=O)N)OC)N4)N. Cell line: HOP-62. Synergy scores: CSS=64.4, Synergy_ZIP=-2.27, Synergy_Bliss=-4.42, Synergy_Loewe=-3.48, Synergy_HSA=-0.0931. (5) Drug 1: CS(=O)(=O)CCNCC1=CC=C(O1)C2=CC3=C(C=C2)N=CN=C3NC4=CC(=C(C=C4)OCC5=CC(=CC=C5)F)Cl. Drug 2: COCCOC1=C(C=C2C(=C1)C(=NC=N2)NC3=CC=CC(=C3)C#C)OCCOC.Cl. Cell line: 786-0. Synergy scores: CSS=16.2, Synergy_ZIP=-4.41, Synergy_Bliss=0.754, Synergy_Loewe=3.98, Synergy_HSA=4.02.